Dataset: Peptide-MHC class I binding affinity with 185,985 pairs from IEDB/IMGT. Task: Regression. Given a peptide amino acid sequence and an MHC pseudo amino acid sequence, predict their binding affinity value. This is MHC class I binding data. (1) The peptide sequence is RAYRNALSM. The MHC is BoLA-HD6 with pseudo-sequence BoLA-HD6. The binding affinity (normalized) is 0.292. (2) The peptide sequence is GLLSSKFKA. The MHC is HLA-B53:01 with pseudo-sequence HLA-B53:01. The binding affinity (normalized) is 0.213. (3) The peptide sequence is PIFFCLWVY. The MHC is Patr-A0401 with pseudo-sequence Patr-A0401. The binding affinity (normalized) is 0.298. (4) The peptide sequence is TVMAFHLTT. The MHC is HLA-A32:01 with pseudo-sequence HLA-A32:01. The binding affinity (normalized) is 0.0884. (5) The peptide sequence is KQRKPGGPW. The MHC is HLA-B44:02 with pseudo-sequence HLA-B44:02. The binding affinity (normalized) is 0.213.